Dataset: Merck oncology drug combination screen with 23,052 pairs across 39 cell lines. Task: Regression. Given two drug SMILES strings and cell line genomic features, predict the synergy score measuring deviation from expected non-interaction effect. (1) Drug 1: CN1C(=O)C=CC2(C)C3CCC4(C)C(NC(=O)OCC(F)(F)F)CCC4C3CCC12. Cell line: CAOV3. Synergy scores: synergy=-3.80. Drug 2: CCc1cnn2c(NCc3ccc[n+]([O-])c3)cc(N3CCCCC3CCO)nc12. (2) Drug 1: COc1cccc2c1C(=O)c1c(O)c3c(c(O)c1C2=O)CC(O)(C(=O)CO)CC3OC1CC(N)C(O)C(C)O1. Drug 2: CC1(c2nc3c(C(N)=O)cccc3[nH]2)CCCN1. Cell line: OCUBM. Synergy scores: synergy=0.279.